The task is: Regression. Given two drug SMILES strings and cell line genomic features, predict the synergy score measuring deviation from expected non-interaction effect.. This data is from NCI-60 drug combinations with 297,098 pairs across 59 cell lines. (1) Drug 1: CN(CCCl)CCCl.Cl. Drug 2: CC1CCCC2(C(O2)CC(NC(=O)CC(C(C(=O)C(C1O)C)(C)C)O)C(=CC3=CSC(=N3)C)C)C. Cell line: OVCAR-8. Synergy scores: CSS=22.3, Synergy_ZIP=-4.29, Synergy_Bliss=-12.5, Synergy_Loewe=-30.9, Synergy_HSA=-12.9. (2) Drug 1: C1=CC(=CC=C1CCCC(=O)O)N(CCCl)CCCl. Drug 2: C1C(C(OC1N2C=NC3=C2NC=NCC3O)CO)O. Cell line: DU-145. Synergy scores: CSS=33.8, Synergy_ZIP=-1.56, Synergy_Bliss=-5.83, Synergy_Loewe=-5.05, Synergy_HSA=-4.19. (3) Drug 1: C1=C(C(=O)NC(=O)N1)N(CCCl)CCCl. Drug 2: CC1=C(C=C(C=C1)C(=O)NC2=CC(=CC(=C2)C(F)(F)F)N3C=C(N=C3)C)NC4=NC=CC(=N4)C5=CN=CC=C5. Cell line: TK-10. Synergy scores: CSS=2.18, Synergy_ZIP=-4.04, Synergy_Bliss=-3.78, Synergy_Loewe=-6.18, Synergy_HSA=-4.16. (4) Drug 1: CC=C1C(=O)NC(C(=O)OC2CC(=O)NC(C(=O)NC(CSSCCC=C2)C(=O)N1)C(C)C)C(C)C. Drug 2: C1=CN(C=N1)CC(O)(P(=O)(O)O)P(=O)(O)O. Cell line: KM12. Synergy scores: CSS=22.1, Synergy_ZIP=-0.139, Synergy_Bliss=1.80, Synergy_Loewe=-44.7, Synergy_HSA=0.529. (5) Drug 1: CC1=C(C=C(C=C1)NC(=O)C2=CC=C(C=C2)CN3CCN(CC3)C)NC4=NC=CC(=N4)C5=CN=CC=C5. Drug 2: CCCCC(=O)OCC(=O)C1(CC(C2=C(C1)C(=C3C(=C2O)C(=O)C4=C(C3=O)C=CC=C4OC)O)OC5CC(C(C(O5)C)O)NC(=O)C(F)(F)F)O. Cell line: HL-60(TB). Synergy scores: CSS=79.0, Synergy_ZIP=12.4, Synergy_Bliss=8.77, Synergy_Loewe=-9.11, Synergy_HSA=5.98.